The task is: Predict the reactants needed to synthesize the given product.. This data is from Retrosynthesis with 50K atom-mapped reactions and 10 reaction types from USPTO. (1) Given the product CCCCCCCCCCC#Cc1cccc(C=O)c1F, predict the reactants needed to synthesize it. The reactants are: CCCCCCCCCCC#Cc1ccccc1F.CN(C)C=O. (2) Given the product CON(C)C(=O)c1cc2c(s1)CCN(C(=O)OC(C)(C)C)C2, predict the reactants needed to synthesize it. The reactants are: CC(C)(C)OC(=O)N1CCc2sc(C(=O)O)cc2C1.CNOC. (3) Given the product CC(C)(C)OC(=O)N1C[C@H](OCOCc2ccccc2)CC[C@@H]1C(O)C(Cc1cc(F)cc(F)c1)[N+](=O)[O-], predict the reactants needed to synthesize it. The reactants are: CC(C)(C)OC(=O)N1C[C@H](OCOCc2ccccc2)CC[C@@H]1C=O.O=[N+]([O-])CCc1cc(F)cc(F)c1. (4) Given the product Cc1nccn1-c1ccc(N)cc1F, predict the reactants needed to synthesize it. The reactants are: Cc1nccn1-c1ccc([N+](=O)[O-])cc1F. (5) Given the product CN(Cc1ccccc1)c1nc2oc3c(NCCN4CCOCC4)ncnc3c2c2c1COC(C)(C)C2, predict the reactants needed to synthesize it. The reactants are: CN(Cc1ccccc1)c1nc2oc3c(Cl)ncnc3c2c2c1COC(C)(C)C2.NCCN1CCOCC1.